Dataset: HIV replication inhibition screening data with 41,000+ compounds from the AIDS Antiviral Screen. Task: Binary Classification. Given a drug SMILES string, predict its activity (active/inactive) in a high-throughput screening assay against a specified biological target. (1) The molecule is NC(=O)COc1c(Br)cc(Br)cc1Br. The result is 0 (inactive). (2) The molecule is Cc1nc2c(o1)C(=Nc1ccccc1)c1nc(C)oc1C2=Nc1ccccc1. The result is 0 (inactive). (3) The compound is N#CC1(C#N)OC12CCS(=O)(=O)c1ccccc12. The result is 0 (inactive). (4) The molecule is CN(C)c1ccc(C=Nc2ccc(S(N)(=O)=O)cc2)cc1. The result is 0 (inactive). (5) The molecule is CC1CCC2(OC1)OC1CC3C4CCC5CC(O)CCC5(C)C4CC(=O)OC3(C)C1C2C. The result is 0 (inactive). (6) The molecule is CC(=O)OCC1OC(n2c(C)cc(-c3ccc(Cl)cc3)c(C#N)c2=S)C(OC(C)=O)C(OC(C)=O)C1OC(C)=O. The result is 0 (inactive). (7) The drug is O=C(O)C1=CCCc2ccc3ccccc3c21. The result is 0 (inactive).